This data is from Full USPTO retrosynthesis dataset with 1.9M reactions from patents (1976-2016). The task is: Predict the reactants needed to synthesize the given product. (1) Given the product [C:14]([OH:16])(=[O:15])[C:13]([CH3:20])=[CH2:12].[NH2:17][C:18]([O:9][CH2:8][CH3:3])=[O:19], predict the reactants needed to synthesize it. The reactants are: OC[C:3]([CH2:8][OH:9])(CO)CO.C([CH:12]=[C:13]([CH3:20])[C:14]([O:16][N:17]=[C:18]=[O:19])=[O:15])C. (2) Given the product [N:18]1([C:15]2[CH:16]=[CH:17][C:12]([O:11][C:10]3[CH:9]=[C:8]([CH:25]=[CH:24][CH:23]=3)[CH:7]=[C:4]3[CH2:5][CH2:6][N:1]([C:33]([NH:32][C:28]4[N:27]=[N:26][CH:31]=[CH:30][CH:29]=4)=[O:34])[CH2:2][CH2:3]3)=[N:13][CH:14]=2)[CH2:19][CH2:20][CH2:21][CH2:22]1, predict the reactants needed to synthesize it. The reactants are: [NH:1]1[CH2:6][CH2:5][C:4](=[CH:7][C:8]2[CH:9]=[C:10]([CH:23]=[CH:24][CH:25]=2)[O:11][C:12]2[CH:17]=[CH:16][C:15]([N:18]3[CH2:22][CH2:21][CH2:20][CH2:19]3)=[CH:14][N:13]=2)[CH2:3][CH2:2]1.[N:26]1[CH:31]=[CH:30][CH:29]=[C:28]([NH:32][C:33](=O)[O:34]C2C=CC=CC=2)[N:27]=1.C(N(CC)CC)C. (3) Given the product [O:4]1[C:12]2[CH:11]=[CH:10][N:9]=[C:8]([N:13]3[CH2:18][CH2:17][N:16]([CH2:19][CH2:20][C@H:21]4[CH2:26][CH2:25][C@H:24]([NH:27][C:34]([C:31]5[CH:32]=[CH:33][C:28]([C:37]6[CH:38]=[CH:39][CH:40]=[CH:41][CH:42]=6)=[CH:29][CH:30]=5)=[O:35])[CH2:23][CH2:22]4)[CH2:15][CH2:14]3)[C:7]=2[CH2:6][CH2:5]1, predict the reactants needed to synthesize it. The reactants are: Cl.Cl.Cl.[O:4]1[C:12]2[CH:11]=[CH:10][N:9]=[C:8]([N:13]3[CH2:18][CH2:17][N:16]([CH2:19][CH2:20][C@H:21]4[CH2:26][CH2:25][C@H:24]([NH2:27])[CH2:23][CH2:22]4)[CH2:15][CH2:14]3)[C:7]=2[CH2:6][CH2:5]1.[C:28]1([C:37]2[CH:42]=[CH:41][CH:40]=[CH:39][CH:38]=2)[CH:33]=[CH:32][C:31]([C:34](O)=[O:35])=[CH:30][CH:29]=1. (4) The reactants are: [OH:1][C@@H:2]1[CH2:6][CH2:5][N:4]([C:7]([O:9][C:10]([CH3:13])([CH3:12])[CH3:11])=[O:8])[CH2:3]1.O[C:15]1[CH:30]=[CH:29][C:18]([C:19]([O:21][CH2:22][C:23]2[CH:28]=[CH:27][CH:26]=[CH:25][CH:24]=2)=[O:20])=[CH:17][CH:16]=1.N(/C(OC(C)C)=O)=N\C(OC(C)C)=O. Given the product [CH2:22]([O:21][C:19]([C:18]1[CH:29]=[CH:30][C:15]([O:1][C@H:2]2[CH2:6][CH2:5][N:4]([C:7]([O:9][C:10]([CH3:13])([CH3:12])[CH3:11])=[O:8])[CH2:3]2)=[CH:16][CH:17]=1)=[O:20])[C:23]1[CH:24]=[CH:25][CH:26]=[CH:27][CH:28]=1, predict the reactants needed to synthesize it. (5) Given the product [N+:19]([C:3]1[CH:4]=[C:5]([C:8]2[S:9][C:10]([C:14]([O:16][CH2:17][CH3:18])=[O:15])=[C:11]([CH3:13])[N:12]=2)[CH:6]=[CH:7][C:2]=1[O:28][C:22]1[CH:27]=[CH:26][CH:25]=[CH:24][CH:23]=1)([O-:21])=[O:20], predict the reactants needed to synthesize it. The reactants are: F[C:2]1[CH:7]=[CH:6][C:5]([C:8]2[S:9][C:10]([C:14]([O:16][CH2:17][CH3:18])=[O:15])=[C:11]([CH3:13])[N:12]=2)=[CH:4][C:3]=1[N+:19]([O-:21])=[O:20].[C:22]1([OH:28])[CH:27]=[CH:26][CH:25]=[CH:24][CH:23]=1.C(=O)([O-])[O-].[K+].[K+].O. (6) Given the product [Br:1][C:2]1[C:3]2[CH2:10][CH2:9][CH:8]([NH:11][C:12](=[O:15])[CH2:13][CH3:14])[C:4]=2[CH:5]=[N:6][CH:7]=1, predict the reactants needed to synthesize it. The reactants are: [Br:1][C:2]1[C:3]2[CH2:10][CH2:9][CH:8]([NH2:11])[C:4]=2[CH:5]=[N:6][CH:7]=1.[C:12](O)(=[O:15])[CH2:13][CH3:14].CCN=C=NCCCN(C)C.OP([O-])(O)=O.[K+].